This data is from Forward reaction prediction with 1.9M reactions from USPTO patents (1976-2016). The task is: Predict the product of the given reaction. (1) The product is: [CH2:30]([O:29][CH:13]([O:12][CH2:10][CH3:11])[C:14]1[CH:19]=[CH:18][CH:17]=[CH:16][C:15]=1[C:20]([C:22]1[CH:27]=[CH:26][CH:25]=[CH:24][C:23]=1[F:28])=[O:21])[CH3:31]. Given the reactants N1C=CC=CC=1.O=[Si]=O.[CH2:10]([O:12][CH:13]([O:29][CH2:30][CH3:31])[C:14]1[CH:19]=[CH:18][CH:17]=[CH:16][C:15]=1[CH:20]([C:22]1[CH:27]=[CH:26][CH:25]=[CH:24][C:23]=1[F:28])[OH:21])[CH3:11], predict the reaction product. (2) Given the reactants [C:1]([C:5]1[CH:6]=[C:7]([C:15]2[N:20]=[C:19]([N:21]3[CH2:26][CH2:25][N:24](C(OC(C)(C)C)=O)[CH2:23][CH2:22]3)[CH:18]=[CH:17][CH:16]=2)[CH:8]=[C:9]([C:11]([CH3:14])([CH3:13])[CH3:12])[CH:10]=1)([CH3:4])([CH3:3])[CH3:2].FC(F)(F)C(O)=O, predict the reaction product. The product is: [C:11]([C:9]1[CH:8]=[C:7]([C:15]2[N:20]=[C:19]([N:21]3[CH2:22][CH2:23][NH:24][CH2:25][CH2:26]3)[CH:18]=[CH:17][CH:16]=2)[CH:6]=[C:5]([C:1]([CH3:4])([CH3:3])[CH3:2])[CH:10]=1)([CH3:12])([CH3:13])[CH3:14]. (3) Given the reactants [Cl:1][S:2]([C:5]1[CH:13]=[CH:12][C:8]([C:9]([OH:11])=[O:10])=[CH:7][CH:6]=1)(=[O:4])=[O:3].[CH2:14](Cl)Cl, predict the reaction product. The product is: [Cl:1][S:2]([C:5]1[CH:6]=[CH:7][C:8]([C:9]([O:11][CH3:14])=[O:10])=[CH:12][CH:13]=1)(=[O:4])=[O:3]. (4) Given the reactants C1C=C[NH+]=CC=1.C1C=C[NH+]=CC=1.[O-][Cr](O[Cr]([O-])(=O)=O)(=O)=O.[CH3:22][O:23][CH:24]1[O:29][CH2:28][CH:27]([OH:30])[CH2:26][CH2:25]1, predict the reaction product. The product is: [CH3:22][O:23][CH:24]1[O:29][CH2:28][C:27](=[O:30])[CH2:26][CH2:25]1. (5) Given the reactants [Br:1][C:2]1[CH:7]=[CH:6][C:5](I)=[CH:4][CH:3]=1.[C:9]1(B(O)O)[C:18]2[C:13](=[CH:14][CH:15]=[CH:16][CH:17]=2)[CH:12]=[CH:11][CH:10]=1.C(=O)([O-])[O-].[K+].[K+], predict the reaction product. The product is: [C:17]1([C:5]2[CH:6]=[CH:7][C:2]([Br:1])=[CH:3][CH:4]=2)[C:18]2[C:13](=[CH:12][CH:11]=[CH:10][CH:9]=2)[CH:14]=[CH:15][CH:16]=1.